This data is from Full USPTO retrosynthesis dataset with 1.9M reactions from patents (1976-2016). The task is: Predict the reactants needed to synthesize the given product. (1) Given the product [CH2:4]([N:8]1[C:9]2[CH:10]=[C:11]([N:16]3[CH:20]=[CH:19][N:18]=[C:17]3[C:21]3[CH:26]=[CH:25][CH:24]=[CH:23][CH:22]=3)[CH:12]=[CH:13][C:14]=2[N:15]=[C:2]1[NH2:1])[CH:5]([CH3:7])[CH3:6], predict the reactants needed to synthesize it. The reactants are: [N:1]#[C:2]Br.[CH2:4]([NH:8][C:9]1[CH:10]=[C:11]([N:16]2[CH:20]=[CH:19][N:18]=[C:17]2[C:21]2[CH:26]=[CH:25][CH:24]=[CH:23][CH:22]=2)[CH:12]=[CH:13][C:14]=1[NH2:15])[CH:5]([CH3:7])[CH3:6]. (2) Given the product [C:23]([CH2:24][NH:25][C:18](=[O:20])[C@H:13]([CH2:14][CH:15]([CH3:16])[CH3:17])[NH:12][C:11]1[N:7]([C:1]2[CH:2]=[CH:3][CH:4]=[CH:5][CH:6]=2)[N:8]=[N:9][N:10]=1)#[N:22], predict the reactants needed to synthesize it. The reactants are: [C:1]1([N:7]2[C:11]([NH:12][C@H:13]([C:18]([OH:20])=O)[CH2:14][CH:15]([CH3:17])[CH3:16])=[N:10][N:9]=[N:8]2)[CH:6]=[CH:5][CH:4]=[CH:3][CH:2]=1.Cl.[NH2:22][CH2:23][C:24]#[N:25].C1CN([P+](ON2N=NC3C=CC=CC2=3)(N2CCCC2)N2CCCC2)CC1.F[P-](F)(F)(F)(F)F.C(N(CC)CC)C. (3) Given the product [CH3:1][C@@H:2]1[CH2:3][N:4]([C:8]2[CH:13]=[CH:12][CH:11]=[CH:10][C:9]=2[C:14]([F:17])([F:15])[F:16])[CH2:5][CH2:6][N:7]1[S:27]([C:24]1[CH:23]=[CH:22][C:21]([C:18](=[O:20])[CH3:19])=[CH:26][CH:25]=1)(=[O:29])=[O:28], predict the reactants needed to synthesize it. The reactants are: [CH3:1][C@H:2]1[NH:7][CH2:6][CH2:5][N:4]([C:8]2[CH:13]=[CH:12][CH:11]=[CH:10][C:9]=2[C:14]([F:17])([F:16])[F:15])[CH2:3]1.[C:18]([C:21]1[CH:26]=[CH:25][C:24]([S:27](Cl)(=[O:29])=[O:28])=[CH:23][CH:22]=1)(=[O:20])[CH3:19].C(N(C(C)C)CC)(C)C. (4) The reactants are: [F:1][C:2]([F:15])([F:14])[CH2:3][S:4][C:5]1[CH:13]=[CH:12][CH:11]=[CH:10][C:6]=1[C:7](O)=[O:8].C(Cl)CCl.C1C=CC2N(O)N=[N:26]C=2C=1.[OH-].[NH4+]. Given the product [F:1][C:2]([F:15])([F:14])[CH2:3][S:4][C:5]1[CH:13]=[CH:12][CH:11]=[CH:10][C:6]=1[C:7]([NH2:26])=[O:8], predict the reactants needed to synthesize it. (5) Given the product [Cl:1][C:2]1[N:10]=[CH:9][CH:8]=[CH:7][C:3]=1[C:4]([NH:29][C:25]1[CH:24]=[C:23]2[C:28](=[CH:27][CH:26]=1)[N:20]([C:18](=[O:19])[CH2:17][C:12]1[CH:13]=[CH:14][CH:15]=[CH:16][N:11]=1)[CH2:21][CH2:22]2)=[O:6], predict the reactants needed to synthesize it. The reactants are: [Cl:1][C:2]1[N:10]=[CH:9][CH:8]=[CH:7][C:3]=1[C:4]([OH:6])=O.[N:11]1[CH:16]=[CH:15][CH:14]=[CH:13][C:12]=1[CH2:17][C:18]([N:20]1[C:28]2[C:23](=[CH:24][C:25]([NH2:29])=[CH:26][CH:27]=2)[CH2:22][CH2:21]1)=[O:19].O.ON1C2C=CC=CC=2N=N1.CN(C)CCCN=C=NCC.